Dataset: Forward reaction prediction with 1.9M reactions from USPTO patents (1976-2016). Task: Predict the product of the given reaction. Given the reactants ClC(Cl)(O[C:5](=[O:11])OC(Cl)(Cl)Cl)Cl.[CH3:13][C:14]1[CH:19]=[C:18]([C:20]2[CH:21]=[CH:22][C:23]3[N:29]4[CH2:30][C@H:26]([CH2:27][CH2:28]4)[NH:25][C:24]=3[N:31]=2)[CH:17]=[CH:16][N:15]=1.[N:32]1[CH:37]=[CH:36][CH:35]=[CH:34][C:33]=1[CH2:38][NH2:39], predict the reaction product. The product is: [CH3:13][C:14]1[CH:19]=[C:18]([C:20]2[CH:21]=[CH:22][C:23]3[N:29]4[CH2:30][C@H:26]([CH2:27][CH2:28]4)[N:25]([C:5]([NH:39][CH2:38][C:33]4[CH:34]=[CH:35][CH:36]=[CH:37][N:32]=4)=[O:11])[C:24]=3[N:31]=2)[CH:17]=[CH:16][N:15]=1.